Task: Binary Classification. Given a drug SMILES string, predict its activity (active/inactive) in a high-throughput screening assay against a specified biological target.. Dataset: M1 muscarinic receptor antagonist screen with 61,756 compounds (1) The molecule is S(=O)(=O)(Nc1c(N2CCOCC2)ccc(c1)C(=O)NCCC(C)C)c1ccc(OC)cc1. The result is 0 (inactive). (2) The molecule is S(=O)(=O)(Nc1ncccn1)c1ccc(NC(=O)c2c(OC)cc(OC)c(OC)c2)cc1. The result is 0 (inactive). (3) The drug is S(=O)(=O)(N1CCC(NC(=O)NC2CCCCC2)CC1)Cc1ccccc1. The result is 0 (inactive). (4) The molecule is o1c2nc(nc(NC(C)C(O)=O)c2nc1C)C. The result is 0 (inactive). (5) The compound is Fc1ccc(COC(=O)c2cn(c3nc(ccc3c2=O)C)CC)cc1. The result is 0 (inactive). (6) The drug is S=c1n(c(=O)c2c([nH]1)cc(C(=O)N1CC(CCC1)C(OCC)=O)cc2)CCOC. The result is 0 (inactive). (7) The compound is o1c2c(CCCC2)c(c1C)C(=O)NCc1occ(c1)C(OCC)=O. The result is 0 (inactive).